Dataset: Antibody paratope prediction from SAbDab with 1,023 antibody chains. Task: Token-level Classification. Given an antibody amino acid sequence, predict which amino acid positions are active in antigen binding. Output is a list of indices for active paratope positions. (1) The paratope positions are: [52, 83, 84, 85]. Given the antibody sequence: QVKLQQSGAELVKPGASVKLSCTASGFNIKDTYMHWVKQRPEQGLEWIGRIDPANGNTKYDPKFQGKATITADTSSNTAYLQLSSLTSEDTAVYYCARWDWYFDVWGQGTTVTVSS, which amino acid positions are active in antigen binding (paratope)? (2) Given the antibody sequence: VQLQQSGAELVRSGASVKLSCTASGFNIKDYYMYWVKLRPEQGLEWIGWIDPENGDTEYVPTFQGKVTMTADTSSNTAYLQLSSLTSEDTAVYYCNAGVITMMGYQAMDYWGQGTTVTTSS, which amino acid positions are active in antigen binding (paratope)? The paratope positions are: [51, 82, 83, 84, 103, 104, 105, 106, 107].